Dataset: Peptide-MHC class II binding affinity with 134,281 pairs from IEDB. Task: Regression. Given a peptide amino acid sequence and an MHC pseudo amino acid sequence, predict their binding affinity value. This is MHC class II binding data. (1) The peptide sequence is EKKEFAATQFEPLAA. The MHC is DRB1_0701 with pseudo-sequence DRB1_0701. The binding affinity (normalized) is 0.548. (2) The peptide sequence is EGTNIYNNNEAFKVE. The MHC is DRB1_0401 with pseudo-sequence DRB1_0401. The binding affinity (normalized) is 0.407. (3) The binding affinity (normalized) is 0. The MHC is DRB1_1301 with pseudo-sequence DRB1_1301. The peptide sequence is LDYKECEWPLTHTIG.